Dataset: Full USPTO retrosynthesis dataset with 1.9M reactions from patents (1976-2016). Task: Predict the reactants needed to synthesize the given product. Given the product [CH2:7]([C:8]1[O:13][C:12]([C@H:14]2[CH2:18][CH2:17][C@H:16]([NH:19][C:20](=[O:26])[O:21][C:22]([CH3:25])([CH3:24])[CH3:23])[CH2:15]2)=[N:11][N:10]=1)[C:1]1[CH:6]=[CH:5][CH:4]=[CH:3][CH:2]=1, predict the reactants needed to synthesize it. The reactants are: [C:1]1([CH2:7][C:8]([NH:10][NH:11][C:12]([C@H:14]2[CH2:18][CH2:17][C@H:16]([NH:19][C:20](=[O:26])[O:21][C:22]([CH3:25])([CH3:24])[CH3:23])[CH2:15]2)=[O:13])=O)[CH:6]=[CH:5][CH:4]=[CH:3][CH:2]=1.CC[N+](S(N=C(OC)[O-])(=O)=O)(CC)CC.